This data is from Reaction yield outcomes from USPTO patents with 853,638 reactions. The task is: Predict the reaction yield, written as a fraction of the theoretical maximum amount of product (1.0 means a 100% yield; for example, 0.34 means a 34% yield). (1) The reactants are I[C:2]1[CH:14]=[CH:13][C:5]2[C:6](=[O:12])[CH2:7][CH2:8][C:9](=[O:11])[NH:10][C:4]=2[CH:3]=1.[CH:15]1(B(O)O)[CH2:17][CH2:16]1.[O-]P([O-])([O-])=O.[K+].[K+].[K+].C1(P(C2CCCCC2)C2CCCCC2)CCCCC1. The catalyst is C1(C)C=CC=CC=1.O.CC([O-])=O.CC([O-])=O.[Pd+2].CCOC(C)=O. The product is [CH:15]1([C:2]2[CH:14]=[CH:13][C:5]3[C:6](=[O:12])[CH2:7][CH2:8][C:9](=[O:11])[NH:10][C:4]=3[CH:3]=2)[CH2:17][CH2:16]1. The yield is 0.230. (2) The reactants are [CH2:1]([N:3]1[C:11]2[C:6](=[CH:7][C:8]([C:12](=O)[CH2:13][C:14]([O:16]CC)=O)=[CH:9][CH:10]=2)[CH:5]=[N:4]1)[CH3:2].[NH2:20][C:21]1[NH:25][N:24]=[C:23]([CH3:26])[C:22]=1[C:27]([O:29][CH2:30][CH3:31])=[O:28].CC1C=CC(S(O)(=O)=O)=CC=1. The catalyst is CCCCO. The product is [CH2:1]([N:3]1[C:11]2[C:6](=[CH:7][C:8]([C:12]3[NH:20][C:21]4[N:25]([N:24]=[C:23]([CH3:26])[C:22]=4[C:27]([O:29][CH2:30][CH3:31])=[O:28])[C:14](=[O:16])[CH:13]=3)=[CH:9][CH:10]=2)[CH:5]=[N:4]1)[CH3:2]. The yield is 0.230. (3) The reactants are CC1C(=O)N(C2C=CC=CC=2)N=C1C1C=CC=CC=1.[Br:20][C:21]1([CH3:40])[C:25](=[O:26])[N:24]([C:27]2[CH:32]=[CH:31][C:30](Br)=[CH:29][CH:28]=2)[N:23]=[C:22]1[C:34]1[CH:39]=[CH:38][CH:37]=[CH:36][CH:35]=1. No catalyst specified. The yield is 1.00. The product is [Br:20][C:21]1([CH3:40])[C:25](=[O:26])[N:24]([C:27]2[CH:32]=[CH:31][CH:30]=[CH:29][CH:28]=2)[N:23]=[C:22]1[C:34]1[CH:35]=[CH:36][CH:37]=[CH:38][CH:39]=1. (4) The reactants are [C:1]1([S:7]([N:10]2[C:14]3=[N:15][CH:16]=[C:17]([Cl:19])[CH:18]=[C:13]3[C:12](I)=[CH:11]2)(=[O:9])=[O:8])[CH:6]=[CH:5][CH:4]=[CH:3][CH:2]=1.C([Mg]Cl)(C)C.[CH3:26][S:27][C:28]1[N:33]=[CH:32][C:31]([CH:34]=[O:35])=[CH:30][N:29]=1.[Cl-].[NH4+]. The catalyst is O1CCCC1. The product is [C:1]1([S:7]([N:10]2[C:14]3=[N:15][CH:16]=[C:17]([Cl:19])[CH:18]=[C:13]3[C:12]([CH:34]([C:31]3[CH:30]=[N:29][C:28]([S:27][CH3:26])=[N:33][CH:32]=3)[OH:35])=[CH:11]2)(=[O:9])=[O:8])[CH:6]=[CH:5][CH:4]=[CH:3][CH:2]=1. The yield is 0.796. (5) The reactants are [ClH:1].[CH3:2][N:3]1[CH2:25][CH2:24][C:6]2[N:7]([CH2:15][CH2:16][C:17]3[CH:18]=[N:19][C:20]([CH3:23])=[CH:21][CH:22]=3)[C:8]3[CH:9]=[CH:10][C:11]([CH3:14])=[CH:12][C:13]=3[C:5]=2[CH2:4]1. The catalyst is CO. The product is [ClH:1].[ClH:1].[CH3:2][N:3]1[CH2:25][CH2:24][C:6]2[N:7]([CH2:15][CH2:16][C:17]3[CH:18]=[N:19][C:20]([CH3:23])=[CH:21][CH:22]=3)[C:8]3[CH:9]=[CH:10][C:11]([CH3:14])=[CH:12][C:13]=3[C:5]=2[CH2:4]1. The yield is 0.700. (6) The product is [CH2:27]([O:26][C:24](=[O:25])[CH2:23][C:22]1[NH:13][C:12]2[CH:14]=[C:8]([N:5]3[CH2:6][CH2:7][N:2]([CH3:1])[CH2:3][CH2:4]3)[CH:9]=[CH:10][C:11]=2[N:15]=1)[CH3:28]. No catalyst specified. The yield is 0.741. The reactants are [CH3:1][N:2]1[CH2:7][CH2:6][N:5]([C:8]2[CH:9]=[CH:10][C:11]([N+:15]([O-])=O)=[C:12]([CH:14]=2)[NH2:13])[CH2:4][CH2:3]1.Cl.C(O[C:22](=N)[CH2:23][C:24]([O:26][CH2:27][CH3:28])=[O:25])C.Cl.[OH-].[Na+]. (7) The reactants are [CH3:1][C:2]1[CH:3]=[C:4]([C:14](=O)[CH3:15])[CH:5]=[N:6][C:7]=1[NH:8][CH2:9][C:10]([F:13])([F:12])[F:11].[CH3:17][C:18]([S@:21]([NH2:23])=[O:22])([CH3:20])[CH3:19]. No catalyst specified. The product is [CH3:17][C:18]([S@:21]([NH:23][CH:14]([C:4]1[CH:5]=[N:6][C:7]([NH:8][CH2:9][C:10]([F:13])([F:12])[F:11])=[C:2]([CH3:1])[CH:3]=1)[CH3:15])=[O:22])([CH3:20])[CH3:19]. The yield is 0.950. (8) The product is [N:8]1([CH2:7][C:6]2[CH:5]=[C:4]([NH2:1])[CH:16]=[CH:15][CH:14]=2)[CH2:13][CH2:12][O:11][CH2:10][CH2:9]1. The yield is 0.980. The reactants are [N+:1]([C:4]1[CH:5]=[C:6]([CH:14]=[CH:15][CH:16]=1)[CH2:7][N:8]1[CH2:13][CH2:12][O:11][CH2:10][CH2:9]1)([O-])=O.O.NN. The catalyst is C1COCC1.C(O)C.[Ni].